From a dataset of Ames mutagenicity test results for genotoxicity prediction. Regression/Classification. Given a drug SMILES string, predict its toxicity properties. Task type varies by dataset: regression for continuous values (e.g., LD50, hERG inhibition percentage) or binary classification for toxic/non-toxic outcomes (e.g., AMES mutagenicity, cardiotoxicity, hepatotoxicity). Dataset: ames. The result is 1 (mutagenic). The molecule is C1=COc2c(c3ccccc3c3cc4ccccc4cc23)C=C1.